From a dataset of CYP2C9 inhibition data for predicting drug metabolism from PubChem BioAssay. Regression/Classification. Given a drug SMILES string, predict its absorption, distribution, metabolism, or excretion properties. Task type varies by dataset: regression for continuous measurements (e.g., permeability, clearance, half-life) or binary classification for categorical outcomes (e.g., BBB penetration, CYP inhibition). Dataset: cyp2c9_veith. The molecule is COc1c(/C=N/Nc2nc(N3CCCCC3)nc(N3CCCCC3)n2)cccc1[N+](=O)[O-]. The result is 0 (non-inhibitor).